Dataset: Forward reaction prediction with 1.9M reactions from USPTO patents (1976-2016). Task: Predict the product of the given reaction. (1) Given the reactants [OH:1][CH:2]([CH2:16][CH2:17][CH2:18][CH2:19][CH2:20][CH3:21])[CH2:3][CH2:4][CH2:5][CH2:6][CH2:7][CH2:8][CH2:9][CH2:10][CH:11]=[CH:12][C:13]([OH:15])=O.CN(C(ON1N=NC2C=CC=NC1=2)=[N+](C)C)C.F[P-](F)(F)(F)(F)F.[CH:46]1[C:51]([OH:52])=[CH:50][C:49]2[C:53]([CH2:56][CH2:57][NH2:58])=[CH:54][NH:55][C:48]=2[CH:47]=1.Cl.O, predict the reaction product. The product is: [OH:1][CH:2]([CH2:16][CH2:17][CH2:18][CH2:19][CH2:20][CH3:21])[CH2:3][CH2:4][CH2:5][CH2:6][CH2:7][CH2:8][CH2:9][CH2:10][CH2:11][CH2:12][C:13]([NH:58][CH2:57][CH2:56][C:53]1[C:49]2[C:48](=[CH:47][CH:46]=[C:51]([OH:52])[CH:50]=2)[NH:55][CH:54]=1)=[O:15]. (2) Given the reactants CON(C)[C:4]([C:6]1[CH:7]=[CH:8][C:9]2[O:13][C:12]([CH2:14][CH2:15][N:16]3[CH2:20][CH2:19][CH2:18][C@H:17]3[CH3:21])=[CH:11][C:10]=2[CH:22]=1)=[O:5].[Cl:24][C:25]1[CH:30]=[CH:29][C:28]([Mg]Br)=[CH:27][C:26]=1[CH3:33], predict the reaction product. The product is: [Cl:24][C:25]1[CH:30]=[CH:29][C:28]([C:4]([C:6]2[CH:7]=[CH:8][C:9]3[O:13][C:12]([CH2:14][CH2:15][N:16]4[CH2:20][CH2:19][CH2:18][C@H:17]4[CH3:21])=[CH:11][C:10]=3[CH:22]=2)=[O:5])=[CH:27][C:26]=1[CH3:33]. (3) Given the reactants [CH2:1]([O:3][C:4]([C:6]1[NH:7][C:8]2[C:13]([C:14]=1[CH3:15])=[CH:12][CH:11]=[CH:10][CH:9]=2)=[O:5])[CH3:2].I[C:17]1[CH:22]=[CH:21][CH:20]=[CH:19][CH:18]=1.CNCCNC.P([O-])([O-])([O-])=O.[K+].[K+].[K+], predict the reaction product. The product is: [CH2:1]([O:3][C:4]([C:6]1[N:7]([C:17]2[CH:22]=[CH:21][CH:20]=[CH:19][CH:18]=2)[C:8]2[C:13]([C:14]=1[CH3:15])=[CH:12][CH:11]=[CH:10][CH:9]=2)=[O:5])[CH3:2]. (4) Given the reactants [OH:1][C:2]1[CH:7]=[C:6]([CH3:8])[C:5]([C:9]2[N:10]=[C:11]([NH:14][C:15](=[O:22])[C:16]3[CH:21]=[CH:20][N:19]=[CH:18][CH:17]=3)[S:12][CH:13]=2)=[C:4]([CH3:23])[CH:3]=1.C(=O)([O-])[O-].[Cs+].[Cs+].Br[C:31]1[CH:32]=[CH:33][C:34]([N+:37]([O-:39])=[O:38])=[N:35][CH:36]=1, predict the reaction product. The product is: [CH3:8][C:6]1[CH:7]=[C:2]([O:1][C:31]2[CH:36]=[N:35][C:34]([N+:37]([O-:39])=[O:38])=[CH:33][CH:32]=2)[CH:3]=[C:4]([CH3:23])[C:5]=1[C:9]1[N:10]=[C:11]([NH:14][C:15](=[O:22])[C:16]2[CH:21]=[CH:20][N:19]=[CH:18][CH:17]=2)[S:12][CH:13]=1. (5) Given the reactants [OH-].[K+].[F:3][C:4]1[CH:12]=[CH:11][C:10]([O:13][C:14]([F:17])([F:16])[F:15])=[C:9]2[C:5]=1[CH:6]=[CH:7][NH:8]2.[CH3:18][O:19][CH2:20][CH2:21]Br, predict the reaction product. The product is: [F:3][C:4]1[CH:12]=[CH:11][C:10]([O:13][C:14]([F:15])([F:16])[F:17])=[C:9]2[C:5]=1[CH:6]=[CH:7][N:8]2[CH2:21][CH2:20][O:19][CH3:18]. (6) Given the reactants [CH3:1][O:2][C:3]1[CH:11]=[CH:10][C:6]([C:7]([OH:9])=O)=[CH:5][C:4]=1[N+:12]([O-])=O.C1C[N:18]([P+](ON2N=NC3C=CC=CC2=3)(N2CCCC2)N2CCCC2)CC1.F[P-](F)(F)(F)(F)F.C1C=CC2N(O)N=NC=2C=1.CCN(C(C)C)C(C)C.[Sn](Cl)(Cl)(Cl)Cl.Cl[C:73]1[N:78]=[C:77]([NH:79][C:80]2[CH:85]=[CH:84][CH:83]=[CH:82][C:81]=2[S:86]([NH:89][CH2:90][CH:91]([CH3:93])[CH3:92])(=[O:88])=[O:87])[C:76]([Cl:94])=[CH:75][N:74]=1.Cl.CCO, predict the reaction product. The product is: [Cl:94][C:76]1[C:77]([NH:79][C:80]2[CH:85]=[CH:84][CH:83]=[CH:82][C:81]=2[S:86](=[O:88])(=[O:87])[NH:89][CH2:90][CH:91]([CH3:93])[CH3:92])=[N:78][C:73]([NH:12][C:4]2[CH:5]=[C:6]([CH:10]=[CH:11][C:3]=2[O:2][CH3:1])[C:7]([NH2:18])=[O:9])=[N:74][CH:75]=1. (7) Given the reactants [CH3:1][O:2][C@H:3]1[CH2:11][C:10]2[C:5](=[CH:6][CH:7]=[CH:8][CH:9]=2)[C@H:4]1[NH2:12].[N:13]1[C:20]([Cl:21])=[N:19][C:17](Cl)=[N:16][C:14]=1[Cl:15].CCN(C(C)C)C(C)C.O, predict the reaction product. The product is: [Cl:15][C:14]1[N:13]=[C:20]([Cl:21])[N:19]=[C:17]([NH:12][C@@H:4]2[C:5]3[C:10](=[CH:9][CH:8]=[CH:7][CH:6]=3)[CH2:11][C@@H:3]2[O:2][CH3:1])[N:16]=1. (8) Given the reactants [C:1]([O:5][C:6]([N:8]1[CH2:13][CH2:12][CH:11]([NH:14][C:15]2[CH:20]=[CH:19][CH:18]=[C:17]([O:21][CH3:22])[C:16]=2[O:23][CH3:24])[CH2:10][CH2:9]1)=[O:7])([CH3:4])([CH3:3])[CH3:2].Cl[CH2:26][C:27]1[CH:32]=[CH:31][N:30]=[C:29]([C:33]2[CH:38]=[C:37]([O:39][CH3:40])[C:36]([O:41][CH3:42])=[C:35]([O:43][CH3:44])[CH:34]=2)[CH:28]=1, predict the reaction product. The product is: [C:1]([O:5][C:6]([N:8]1[CH2:13][CH2:12][CH:11]([N:14]([C:15]2[CH:20]=[CH:19][CH:18]=[C:17]([O:21][CH3:22])[C:16]=2[O:23][CH3:24])[CH2:26][C:27]2[CH:32]=[CH:31][N:30]=[C:29]([C:33]3[CH:38]=[C:37]([O:39][CH3:40])[C:36]([O:41][CH3:42])=[C:35]([O:43][CH3:44])[CH:34]=3)[CH:28]=2)[CH2:10][CH2:9]1)=[O:7])([CH3:4])([CH3:3])[CH3:2].